From a dataset of Catalyst prediction with 721,799 reactions and 888 catalyst types from USPTO. Predict which catalyst facilitates the given reaction. (1) Reactant: [Br:1][C:2]1[CH:7]=[CH:6][C:5]([C:8]([NH:10][C:11]2[O:15][C:14]([CH3:16])=[N:13][C:12]=2[C:17]([O:19]CC)=[O:18])=[O:9])=[CH:4][CH:3]=1.O([Si](C)(C)C)[K]. Product: [Br:1][C:2]1[CH:3]=[CH:4][C:5]([C:8]([NH:10][C:11]2[O:15][C:14]([CH3:16])=[N:13][C:12]=2[C:17]([OH:19])=[O:18])=[O:9])=[CH:6][CH:7]=1. The catalyst class is: 1. (2) Reactant: C[O:2][C:3]([C:5]1[CH:6]=[CH:7][CH:8]=[C:9]2[C:14]=1[NH:13][CH:12]([C:15]1[CH:20]=[CH:19][CH:18]=[C:17](Br)[CH:16]=1)[CH2:11][C:10]2([CH3:23])[CH3:22])=[O:4].[NH2:24][C:25]1([C:28]([OH:30])=[O:29])[CH2:27][CH2:26]1.C(=O)([O-])[O-].[K+].[K+]. Product: [C:28]([C:25]1([NH:24][C:17]2[CH:16]=[C:15]([CH:12]3[CH2:11][C:10]([CH3:23])([CH3:22])[C:9]4[C:14](=[C:5]([C:3]([OH:2])=[O:4])[CH:6]=[CH:7][CH:8]=4)[NH:13]3)[CH:20]=[CH:19][CH:18]=2)[CH2:27][CH2:26]1)([OH:30])=[O:29]. The catalyst class is: 156. (3) Reactant: [CH:1]([N:4]1[CH2:12][C:11]2[C:10]([NH:13][CH2:14][C:15]3[CH:16]=[N:17][C:18]4[C:23]([CH:24]=3)=[CH:22][CH:21]=[CH:20][CH:19]=4)=[N:9][C:8]([N:25]3[CH2:30][CH2:29][NH:28][CH2:27][CH2:26]3)=[N:7][C:6]=2[C:5]1=[O:31])([CH3:3])[CH3:2].[CH3:32][S:33](Cl)(=[O:35])=[O:34]. Product: [CH3:2][CH:1]([N:4]1[CH2:12][C:11]2[C:10]([NH:13][CH2:14][C:15]3[CH:16]=[N:17][C:18]4[C:23]([CH:24]=3)=[CH:22][CH:21]=[CH:20][CH:19]=4)=[N:9][C:8]([N:25]3[CH2:26][CH2:27][N:28]([S:33]([CH3:32])(=[O:35])=[O:34])[CH2:29][CH2:30]3)=[N:7][C:6]=2[C:5]1=[O:31])[CH3:3]. The catalyst class is: 2. (4) Product: [CH2:1]([O:3][C:4]([C:6]1[C:15](=[O:16])[C:14]2[C:9](=[C:10]([CH2:19][S:20][CH2:21][CH:22]3[CH2:26][CH2:25][CH2:24][NH:23]3)[C:11]([F:18])=[C:12]([F:17])[CH:13]=2)[N:8]([CH:34]2[CH2:35][CH2:36]2)[CH:7]=1)=[O:5])[CH3:2]. Reactant: [CH2:1]([O:3][C:4]([C:6]1[C:15](=[O:16])[C:14]2[C:9](=[C:10]([CH2:19][S:20][CH2:21][CH:22]3[CH2:26][CH2:25][CH2:24][N:23]3C(OC(C)(C)C)=O)[C:11]([F:18])=[C:12]([F:17])[CH:13]=2)[N:8]([CH:34]2[CH2:36][CH2:35]2)[CH:7]=1)=[O:5])[CH3:2].FC(F)(F)C(O)=O. The catalyst class is: 2. (5) Reactant: C([O:9][C@@H:10]1[C@H:17]2[C@H:13]([NH:14][O:15][CH2:16]2)[CH2:12][C@H:11]1[O:18][CH2:19][C:20]1[CH:25]=[CH:24][CH:23]=[CH:22][CH:21]=1)(=O)C1C=CC=CC=1.[C:26]([O:34][C@@H:35]1[C@@H]2[C@@H](NOC2)C[C@H]1OCC1C=CC=CC=1)(=O)[C:27]1[CH:32]=[CH:31][CH:30]=[CH:29][CH:28]=1.C[O-].[Na+].C(=O)([O-])[OH:55].[Na+].ClC(OOCC1C=CC=CC=1)=O. Product: [CH2:19]([O:18][C@@H:11]1[CH2:12][C@@H:13]2[N:14]([C:35]([O:34][CH2:26][C:27]3[CH:28]=[CH:29][CH:30]=[CH:31][CH:32]=3)=[O:55])[O:15][CH2:16][C@@H:17]2[C@H:10]1[OH:9])[C:20]1[CH:21]=[CH:22][CH:23]=[CH:24][CH:25]=1. The catalyst class is: 5.